Dataset: Forward reaction prediction with 1.9M reactions from USPTO patents (1976-2016). Task: Predict the product of the given reaction. (1) Given the reactants [NH2:1][C:2]1[CH:7]=[CH:6][C:5]([N:8]2[CH:13]=[CH:12][C:11]([O:14][CH:15]3[CH2:20][CH2:19][N:18]([C:21]4[N:26]=[CH:25][C:24]([CH2:27][CH2:28][CH3:29])=[CH:23][N:22]=4)[CH2:17][CH2:16]3)=[CH:10][C:9]2=[O:30])=[CH:4][C:3]=1[F:31].NC1C=CC(N2C=CC(OC3CCN(C4N=[CH:56][C:55]([CH2:58]CC)=[CH:54]N=4)CC3)=CC2=O)=CC=1.[C:62](Cl)(=[O:66])C(C)C, predict the reaction product. The product is: [F:31][C:3]1[CH:4]=[C:5]([N:8]2[CH:13]=[CH:12][C:11]([O:14][CH:15]3[CH2:16][CH2:17][N:18]([C:21]4[N:26]=[CH:25][C:24]([CH2:27][CH2:28][CH3:29])=[CH:23][N:22]=4)[CH2:19][CH2:20]3)=[CH:10][C:9]2=[O:30])[CH:6]=[CH:7][C:2]=1[NH:1][C:62](=[O:66])[C:55]([CH3:54])([CH3:56])[CH3:58]. (2) Given the reactants [CH3:1][O:2][C:3]1[C:4]([NH:10][CH2:11][CH:12]2[CH2:17][CH2:16][NH:15][CH2:14][CH2:13]2)=[N:5][CH:6]=[C:7]([CH3:9])[N:8]=1.[CH3:18][C:19]1[CH:36]=[CH:35][C:22]([CH2:23][O:24][C:25](=O)[O:26]N2C(=O)CCC2=O)=[CH:21][CH:20]=1, predict the reaction product. The product is: [CH3:18][C:19]1[CH:36]=[CH:35][C:22]([CH2:23][O:24][C:25]([N:15]2[CH2:16][CH2:17][CH:12]([CH2:11][NH:10][C:4]3[C:3]([O:2][CH3:1])=[N:8][C:7]([CH3:9])=[CH:6][N:5]=3)[CH2:13][CH2:14]2)=[O:26])=[CH:21][CH:20]=1. (3) Given the reactants C([N:8]1[CH2:13][CH2:12][CH2:11][C@@H:10]([N:14]2[CH:19]=[CH:18][N:17]3[CH:20]=[CH:21][N:22]=[C:16]3[C:15]2=[O:23])[CH2:9]1)C1C=CC=CC=1.[CH3:36][C:35]([O:34][C:32](O[C:32]([O:34][C:35]([CH3:38])([CH3:37])[CH3:36])=[O:33])=[O:33])([CH3:38])[CH3:37], predict the reaction product. The product is: [O:23]=[C:15]1[N:14]([C@@H:10]2[CH2:11][CH2:12][CH2:13][N:8]([C:32]([O:34][C:35]([CH3:36])([CH3:37])[CH3:38])=[O:33])[CH2:9]2)[CH2:19][CH2:18][N:17]2[CH:20]=[CH:21][N:22]=[C:16]12. (4) Given the reactants C([O:4][CH2:5][C:6]1[C:11]([N:12]2[CH2:24][CH2:23][N:15]3[C:16]4[CH2:17][CH2:18][CH2:19][CH2:20][C:21]=4[CH:22]=[C:14]3[C:13]2=[O:25])=[CH:10][C:9]([F:26])=[CH:8][C:7]=1[C:27]1[CH:32]=[C:31]([NH:33][C:34]2[CH:39]=[CH:38][C:37]([N:40]3[CH2:45][CH2:44][N:43]([CH:46]4[CH2:49][O:48][CH2:47]4)[CH2:42][C@@H:41]3[CH2:50][CH3:51])=[CH:36][N:35]=2)[C:30](=[O:52])[N:29]([CH3:53])[CH:28]=1)(=O)C.[Li+].[OH-], predict the reaction product. The product is: [CH2:50]([C@H:41]1[CH2:42][N:43]([CH:46]2[CH2:47][O:48][CH2:49]2)[CH2:44][CH2:45][N:40]1[C:37]1[CH:38]=[CH:39][C:34]([NH:33][C:31]2[C:30](=[O:52])[N:29]([CH3:53])[CH:28]=[C:27]([C:7]3[C:6]([CH2:5][OH:4])=[C:11]([N:12]4[CH2:24][CH2:23][N:15]5[C:16]6[CH2:17][CH2:18][CH2:19][CH2:20][C:21]=6[CH:22]=[C:14]5[C:13]4=[O:25])[CH:10]=[C:9]([F:26])[CH:8]=3)[CH:32]=2)=[N:35][CH:36]=1)[CH3:51]. (5) Given the reactants [OH:1][CH2:2][CH2:3][C@@H:4]([NH:16][C:17](=[O:23])[O:18][C:19]([CH3:22])([CH3:21])[CH3:20])[CH2:5][C:6]1[CH:11]=[CH:10][C:9]([C:12]([F:15])([F:14])[F:13])=[CH:8][CH:7]=1.[CH3:24][S:25](Cl)(=[O:27])=[O:26].CCN(CC)CC.[Na+].[Cl-], predict the reaction product. The product is: [CH3:24][S:25]([O:1][CH2:2][CH2:3][C@@H:4]([NH:16][C:17]([O:18][C:19]([CH3:20])([CH3:22])[CH3:21])=[O:23])[CH2:5][C:6]1[CH:7]=[CH:8][C:9]([C:12]([F:15])([F:14])[F:13])=[CH:10][CH:11]=1)(=[O:27])=[O:26]. (6) Given the reactants [CH2:1]([O:8][C:9]1[CH:14]=[C:13]([N:15]([CH2:20][CH2:21][CH2:22][CH3:23])[CH2:16][CH2:17][CH2:18][CH3:19])[CH:12]=[CH:11][C:10]=1[CH:24]=[CH:25][C:26]1[S:30][C:29]([CH:31]=O)=[CH:28][CH:27]=1)[C:2]1[CH:7]=[CH:6][CH:5]=[CH:4][CH:3]=1.[C:33]([C:35]1[C:36](=[C:43]([C:46]#[N:47])[C:44]#[N:45])[O:37][C:38]([CH3:42])([CH3:41])[C:39]=1[CH3:40])#[N:34].C([O-])(=O)C.[NH4+], predict the reaction product. The product is: [CH2:1]([O:8][C:9]1[CH:14]=[C:13]([N:15]([CH2:20][CH2:21][CH2:22][CH3:23])[CH2:16][CH2:17][CH2:18][CH3:19])[CH:12]=[CH:11][C:10]=1[CH:24]=[CH:25][C:26]1[S:30][C:29]([CH:31]=[CH:40][C:39]2[C:38]([CH3:41])([CH3:42])[O:37][C:36](=[C:43]([C:44]#[N:45])[C:46]#[N:47])[C:35]=2[C:33]#[N:34])=[CH:28][CH:27]=1)[C:2]1[CH:3]=[CH:4][CH:5]=[CH:6][CH:7]=1. (7) Given the reactants [C:1]([O:5][C:6](=[O:23])[C:7]1[CH:12]=[CH:11][C:10]([N:13]2[CH2:18][CH2:17][N:16]([CH3:19])[CH2:15][CH2:14]2)=[CH:9][C:8]=1[N+:20]([O-])=O)([CH3:4])([CH3:3])[CH3:2], predict the reaction product. The product is: [C:1]([O:5][C:6](=[O:23])[C:7]1[CH:12]=[CH:11][C:10]([N:13]2[CH2:18][CH2:17][N:16]([CH3:19])[CH2:15][CH2:14]2)=[CH:9][C:8]=1[NH2:20])([CH3:4])([CH3:2])[CH3:3]. (8) Given the reactants [Cl:1][C:2]1[CH:3]=[C:4]([C:24]2[CH:29]=[CH:28][C:27]([Cl:30])=[CH:26][CH:25]=2)[CH:5]=[C:6]([CH3:23])[C:7]=1[C:8]1[C:9](=[O:22])[N:10]([CH3:21])[C:11]2([CH2:18][CH2:17][N:16]([O:19][CH3:20])[CH2:15][CH2:14]2)[C:12]=1[OH:13].C(=O)([O-])O.[Na+].S(Cl)([Cl:39])(=O)=O.C(=O)([O-])[O-].[Na+].[Na+], predict the reaction product. The product is: [Cl:39][C:8]1([C:7]2[C:6]([CH3:23])=[CH:5][C:4]([C:24]3[CH:25]=[CH:26][C:27]([Cl:30])=[CH:28][CH:29]=3)=[CH:3][C:2]=2[Cl:1])[C:12](=[O:13])[C:11]2([CH2:14][CH2:15][N:16]([O:19][CH3:20])[CH2:17][CH2:18]2)[N:10]([CH3:21])[C:9]1=[O:22]. (9) Given the reactants [Cl:1][C:2]1[C:3]([C:33]2[C:41]3[C:36](=[CH:37][CH:38]=[CH:39][CH:40]=3)[N:35](S(C3C=CC=CC=3)(=O)=O)[CH:34]=2)=[N:4][C:5]([NH:8][CH:9]2[CH2:14][CH2:13][CH2:12][C:11]([NH:16][C:17]([C:19]3[CH:24]=[CH:23][C:22]([NH:25][C:26](=[O:32])[O:27][C:28]([CH3:31])([CH3:30])[CH3:29])=[CH:21][CH:20]=3)=[O:18])([CH3:15])[CH2:10]2)=[N:6][CH:7]=1.[OH-].[Na+], predict the reaction product. The product is: [Cl:1][C:2]1[C:3]([C:33]2[C:41]3[C:36](=[CH:37][CH:38]=[CH:39][CH:40]=3)[NH:35][CH:34]=2)=[N:4][C:5]([NH:8][CH:9]2[CH2:14][CH2:13][CH2:12][C:11]([NH:16][C:17]([C:19]3[CH:20]=[CH:21][C:22]([NH:25][C:26](=[O:32])[O:27][C:28]([CH3:31])([CH3:30])[CH3:29])=[CH:23][CH:24]=3)=[O:18])([CH3:15])[CH2:10]2)=[N:6][CH:7]=1. (10) Given the reactants [F:1][C:2]1[CH:27]=[CH:26][C:5]([O:6][CH2:7][C:8]2[N:9]=[C:10]3[S:17][C:16]([CH3:18])=[C:15]([CH2:19][CH2:20][C:21](OCC)=[O:22])[N:11]3[C:12](=[O:14])[CH:13]=2)=[CH:4][CH:3]=1.[BH4-].[Li+], predict the reaction product. The product is: [F:1][C:2]1[CH:3]=[CH:4][C:5]([O:6][CH2:7][C:8]2[N:9]=[C:10]3[S:17][C:16]([CH3:18])=[C:15]([CH2:19][CH2:20][CH2:21][OH:22])[N:11]3[C:12](=[O:14])[CH:13]=2)=[CH:26][CH:27]=1.